This data is from Catalyst prediction with 721,799 reactions and 888 catalyst types from USPTO. The task is: Predict which catalyst facilitates the given reaction. (1) Reactant: Br[C:2]1[CH:3]=[C:4]([NH:10][C:11]2[CH:16]=[CH:15][C:14]([N:17]3[CH2:22][CH2:21][N:20]([CH2:23][CH3:24])[CH2:19][CH2:18]3)=[CH:13][N:12]=2)[C:5](=[O:9])[N:6]([CH3:8])[CH:7]=1.[CH3:25][C:26]1([CH3:42])[C:30]([CH3:32])([CH3:31])[O:29][B:28]([B:28]2[O:29][C:30]([CH3:32])([CH3:31])[C:26]([CH3:42])([CH3:25])[O:27]2)[O:27]1.CC(C1C=C(C(C)C)C(C2C=CC=CC=2P(C2CCCCC2)C2CCCCC2)=C(C(C)C)C=1)C.CC([O-])=O.[K+]. Product: [CH2:23]([N:20]1[CH2:21][CH2:22][N:17]([C:14]2[CH:15]=[CH:16][C:11]([NH:10][C:4]3[C:5](=[O:9])[N:6]([CH3:8])[CH:7]=[C:2]([B:28]4[O:29][C:30]([CH3:32])([CH3:31])[C:26]([CH3:42])([CH3:25])[O:27]4)[CH:3]=3)=[N:12][CH:13]=2)[CH2:18][CH2:19]1)[CH3:24]. The catalyst class is: 102. (2) Reactant: CN(C(OC(C)(C)C)=O)C(CC=C)C.Br[C:16]1[CH:17]=[C:18]([O:22]C(C)C)[CH:19]=N[CH:21]=1.BrC1C=NC=C(C=1)C(O)=O.CC(O)CC=C.[C:42]1([CH3:52])[CH:47]=[CH:46][C:45]([S:48](Cl)(=[O:50])=[O:49])=[CH:44][CH:43]=1. Product: [C:42]1([CH3:52])[CH:47]=[CH:46][C:45]([S:48]([O:22][CH:18]([CH2:17][CH:16]=[CH2:21])[CH3:19])(=[O:50])=[O:49])=[CH:44][CH:43]=1. The catalyst class is: 17. (3) Reactant: Br[CH2:2][C:3]1[CH:8]=[CH:7][CH:6]=[C:5]([CH2:9][Br:10])[CH:4]=1.[CH3:11][P:12]([O:16]CC)[O:13][CH2:14][CH3:15].O. Product: [Br:10][CH2:9][C:5]1[CH:4]=[C:3]([CH:8]=[CH:7][CH:6]=1)[CH2:2][P:12]([CH3:11])(=[O:16])[O:13][CH2:14][CH3:15]. The catalyst class is: 3. (4) Reactant: [NH:1]([C:16]([O:18][C:19]([CH3:22])([CH3:21])[CH3:20])=[O:17])[C@@H:2]([C:13]([OH:15])=O)[CH2:3][C:4]1[CH:9]=[CH:8][C:7]([N+:10]([O-:12])=[O:11])=[CH:6][CH:5]=1.[NH2:23][C@H:24]([C:35]([O:37][CH3:38])=[O:36])[CH2:25][C:26]1[CH:31]=[CH:30][C:29]([N+:32]([O-:34])=[O:33])=[CH:28][CH:27]=1.Cl.C1CN([P+](ON2N=NC3C=CC=CC2=3)(N2CCCC2)N2CCCC2)CC1.F[P-](F)(F)(F)(F)F.CCN(C(C)C)C(C)C. Product: [NH:1]([C:16]([O:18][C:19]([CH3:22])([CH3:21])[CH3:20])=[O:17])[C@@H:2]([C:13]([NH:23][C@H:24]([C:35]([O:37][CH3:38])=[O:36])[CH2:25][C:26]1[CH:27]=[CH:28][C:29]([N+:32]([O-:34])=[O:33])=[CH:30][CH:31]=1)=[O:15])[CH2:3][C:4]1[CH:5]=[CH:6][C:7]([N+:10]([O-:12])=[O:11])=[CH:8][CH:9]=1. The catalyst class is: 3. (5) Reactant: [Br:1][C:2]1[CH:3]=[C:4]2[C:9](=[CH:10][CH:11]=1)[O:8][C:7]([CH3:13])([CH3:12])[CH2:6][C:5]2([CH3:15])[CH3:14].[CH2:16]([O:18]CC)C. Product: [Br:1][C:2]1[CH:3]=[C:4]2[C:9](=[C:10]([CH:16]=[O:18])[CH:11]=1)[O:8][C:7]([CH3:13])([CH3:12])[CH2:6][C:5]2([CH3:15])[CH3:14]. The catalyst class is: 528. (6) The catalyst class is: 4. Product: [S:33]1[C:34]2[CH:40]=[CH:39][CH:38]=[CH:37][C:35]=2[N:36]=[C:32]1[C:30]1[C:29]([NH2:41])=[N:28][CH:27]=[C:26]([C:24]2[CH:23]=[N:22][N:21]([CH:18]3[CH2:17][CH2:16][NH:15][CH2:20][CH2:19]3)[CH:25]=2)[CH:31]=1. Reactant: FC(F)(F)C(O)=O.C(OC([N:15]1[CH2:20][CH2:19][CH:18]([N:21]2[CH:25]=[C:24]([C:26]3[CH:27]=[N:28][C:29]([NH2:41])=[C:30]([C:32]4[S:33][C:34]5[CH:40]=[CH:39][CH:38]=[CH:37][C:35]=5[N:36]=4)[CH:31]=3)[CH:23]=[N:22]2)[CH2:17][CH2:16]1)=O)(C)(C)C. (7) Reactant: [NH2:1][CH2:2][CH2:3][NH:4][C:5]1[N:13]=[C:12]([Cl:14])[N:11]=[C:10]2[C:6]=1[N:7]=[CH:8][N:9]2[CH:15]1[CH2:19][CH2:18][CH2:17][CH2:16]1.C(Cl)Cl.C(N(CC)CC)C.[CH3:30][O:31][C:32]1[CH:37]=[CH:36][C:35]([S:38](Cl)(=[O:40])=[O:39])=[CH:34][CH:33]=1. Product: [Cl:14][C:12]1[N:11]=[C:10]2[C:6]([N:7]=[CH:8][N:9]2[CH:15]2[CH2:19][CH2:18][CH2:17][CH2:16]2)=[C:5]([NH:4][CH2:3][CH2:2][NH:1][S:38]([C:35]2[CH:34]=[CH:33][C:32]([O:31][CH3:30])=[CH:37][CH:36]=2)(=[O:40])=[O:39])[N:13]=1. The catalyst class is: 6. (8) The catalyst class is: 1. Product: [NH:11]1[C:15]2[CH:16]=[CH:17][CH:18]=[CH:19][C:14]=2[N:13]=[C:12]1[CH2:20][N:21]([CH2:32][C:33]1[CH:40]=[CH:39][C:36]([CH2:37][N:2]2[CH2:3][CH2:4][C:5]3[C:10](=[CH:9][CH:8]=[CH:7][CH:6]=3)[CH2:1]2)=[CH:35][CH:34]=1)[CH:22]1[C:31]2[N:30]=[CH:29][CH:28]=[CH:27][C:26]=2[CH2:25][CH2:24][CH2:23]1. Reactant: [CH2:1]1[C:10]2[C:5](=[CH:6][CH:7]=[CH:8][CH:9]=2)[CH2:4][CH2:3][NH:2]1.[NH:11]1[C:15]2[CH:16]=[CH:17][CH:18]=[CH:19][C:14]=2[N:13]=[C:12]1[CH2:20][N:21]([CH2:32][C:33]1[CH:40]=[CH:39][C:36]([CH:37]=O)=[CH:35][CH:34]=1)[CH:22]1[C:31]2[N:30]=[CH:29][CH:28]=[CH:27][C:26]=2[CH2:25][CH2:24][CH2:23]1.CC(O)=O.[BH-](OC(C)=O)(OC(C)=O)OC(C)=O.[Na+].